This data is from Catalyst prediction with 721,799 reactions and 888 catalyst types from USPTO. The task is: Predict which catalyst facilitates the given reaction. (1) Reactant: [CH3:1][O:2][C:3]([C:5]1[C:10]([NH2:11])=[N:9][CH:8]=[C:7]([C:12]2[O:13][CH:14]=[CH:15][CH:16]=2)[N:6]=1)=[O:4]. Product: [CH3:1][O:2][C:3]([C:5]1[C:10]([NH2:11])=[N:9][CH:8]=[C:7]([CH:12]2[CH2:16][CH2:15][CH2:14][O:13]2)[N:6]=1)=[O:4]. The catalyst class is: 123. (2) Reactant: [F:1][C:2]1[CH:7]=[CH:6][CH:5]=[C:4]([OH:8])[C:3]=1[C:9]1[N:18]=[C:17]([N:19]2[CH2:24][CH2:23][CH2:22][C@@H:21]([CH2:25][NH:26][C:27](=[O:31])[O:28][CH2:29][CH3:30])[CH2:20]2)[C:16]2[C:11](=[CH:12][C:13]([CH3:32])=[CH:14][CH:15]=2)[N:10]=1.CCOCC.[ClH:38]. Product: [ClH:38].[F:1][C:2]1[CH:7]=[CH:6][CH:5]=[C:4]([OH:8])[C:3]=1[C:9]1[N:18]=[C:17]([N:19]2[CH2:24][CH2:23][CH2:22][C@@H:21]([CH2:25][NH:26][C:27](=[O:31])[O:28][CH2:29][CH3:30])[CH2:20]2)[C:16]2[C:11](=[CH:12][C:13]([CH3:32])=[CH:14][CH:15]=2)[N:10]=1. The catalyst class is: 2. (3) Reactant: [Cl:1][C:2]1[CH:3]=[CH:4][C:5]([CH3:14])=[C:6]([CH:13]=1)[C:7]([NH:9][CH:10]1[CH2:12][CH2:11]1)=O.B. Product: [Cl:1][C:2]1[CH:3]=[CH:4][C:5]([CH3:14])=[C:6]([CH2:7][NH:9][CH:10]2[CH2:11][CH2:12]2)[CH:13]=1. The catalyst class is: 1. (4) Reactant: C([O:8][C:9]1[CH:10]=[C:11]2[C:15](=[CH:16][CH:17]=1)[N:14]([CH3:18])[CH:13]=[CH:12]2)C1C=CC=CC=1.[OH-].[K+].S([O-])([O-])(=O)=O.[Na+].[Na+].S(OC)(OC)(=O)=O. Product: [CH3:18][N:14]1[C:15]2[C:11](=[CH:10][C:9]([OH:8])=[CH:17][CH:16]=2)[CH:12]=[CH:13]1. The catalyst class is: 8. (5) Reactant: [F:1][C:2]1[C:3]([C:15]([F:18])([F:17])[F:16])=[CH:4][C:5]([C:9]2[CH:14]=[CH:13][N:12]=[N:11][CH:10]=2)=[C:6]([OH:8])[CH:7]=1.[Cl:19][C:20]1[C:21](F)=[CH:22][C:23]([F:28])=[C:24]([CH:27]=1)[C:25]#[N:26].C(=O)([O-])[O-].[K+].[K+]. Product: [Cl:19][C:20]1[C:21]([O:8][C:6]2[CH:7]=[C:2]([F:1])[C:3]([C:15]([F:16])([F:18])[F:17])=[CH:4][C:5]=2[C:9]2[CH:14]=[CH:13][N:12]=[N:11][CH:10]=2)=[CH:22][C:23]([F:28])=[C:24]([CH:27]=1)[C:25]#[N:26]. The catalyst class is: 21.